Dataset: Peptide-MHC class I binding affinity with 185,985 pairs from IEDB/IMGT. Task: Regression. Given a peptide amino acid sequence and an MHC pseudo amino acid sequence, predict their binding affinity value. This is MHC class I binding data. (1) The peptide sequence is TIITNREAL. The MHC is H-2-Kb with pseudo-sequence H-2-Kb. The binding affinity (normalized) is 0.173. (2) The peptide sequence is RLITVYVQA. The MHC is HLA-A11:01 with pseudo-sequence HLA-A11:01. The binding affinity (normalized) is 0.0847. (3) The peptide sequence is YQYGDNLIL. The MHC is HLA-A01:01 with pseudo-sequence HLA-A01:01. The binding affinity (normalized) is 0.0847. (4) The peptide sequence is VSYIEFVGW. The MHC is HLA-B46:01 with pseudo-sequence HLA-B46:01. The binding affinity (normalized) is 0.316.